Dataset: Full USPTO retrosynthesis dataset with 1.9M reactions from patents (1976-2016). Task: Predict the reactants needed to synthesize the given product. (1) Given the product [Cl:1][C:2]1[CH:3]=[C:4]2[C:9](=[C:10]([Cl:12])[CH:11]=1)[CH2:8][N:7]([CH3:13])[CH2:6][CH:5]2[C:14]1[CH:15]=[CH:16][C:17]([S:21]([NH2:25])(=[O:24])=[O:22])=[CH:18][CH:19]=1, predict the reactants needed to synthesize it. The reactants are: [Cl:1][C:2]1[CH:3]=[C:4]2[C:9](=[C:10]([Cl:12])[CH:11]=1)[CH2:8][N:7]([CH3:13])[CH2:6][CH:5]2[C:14]1[CH:19]=[CH:18][CH:17]=[CH:16][CH:15]=1.Cl[S:21]([OH:24])(=O)=[O:22].[NH3:25]. (2) The reactants are: C([O:5][C:6](=[O:34])[CH2:7][CH2:8][O:9][CH2:10][CH2:11][O:12][CH2:13][CH2:14][O:15][CH2:16][CH2:17][O:18][CH2:19][CH2:20][O:21][CH2:22][CH2:23][O:24][CH2:25][CH2:26][C:27]([O:29]C(C)(C)C)=[O:28])(C)(C)C.FC(F)(F)C(O)=O. Given the product [C:6]([CH2:7][CH2:8][O:9][CH2:10][CH2:11][O:12][CH2:13][CH2:14][O:15][CH2:16][CH2:17][O:18][CH2:19][CH2:20][O:21][CH2:22][CH2:23][O:24][CH2:25][CH2:26][C:27]([OH:29])=[O:28])([OH:34])=[O:5], predict the reactants needed to synthesize it. (3) The reactants are: [Br:1][C:2]1[CH:7]=[CH:6][C:5]([I:8])=[CH:4][C:3]=1[C:9]([C:11]1[CH:16]=[CH:15][C:14]([CH2:17][CH3:18])=[CH:13][CH:12]=1)=O.C([SiH](CC)CC)C.B(F)(F)F. Given the product [Br:1][C:2]1[CH:7]=[CH:6][C:5]([I:8])=[CH:4][C:3]=1[CH2:9][C:11]1[CH:12]=[CH:13][C:14]([CH2:17][CH3:18])=[CH:15][CH:16]=1, predict the reactants needed to synthesize it. (4) The reactants are: [OH:1][C:2]1[CH:7]=[CH:6][C:5]([CH2:8][C:9]([NH:11][C:12]2[CH:17]=[CH:16][CH:15]=[C:14]([I:18])[CH:13]=2)=[O:10])=[CH:4][C:3]=1[O:19][CH3:20].[OH-:21].[K+].[OH-:23].C([N+:28]([CH2:37]CCC)([CH2:33][CH2:34]CC)CCCC)CCC. Given the product [C:5]([O:21][C:37]([NH:28][CH2:33][CH2:34][O:1][C:2]1[CH:7]=[CH:6][C:5]([CH2:8][C:9]([NH:11][C:12]2[CH:17]=[CH:16][CH:15]=[C:14]([I:18])[CH:13]=2)=[O:10])=[CH:4][C:3]=1[O:19][CH3:20])=[O:23])([CH3:8])([CH3:6])[CH3:4], predict the reactants needed to synthesize it. (5) Given the product [ClH:34].[NH2:17][C@@H:14]1[CH2:15][CH2:16][C@H:11]([N:8]2[C:9](=[O:10])[C:4]3[CH:3]=[C:2]([F:1])[CH:33]=[N:32][C:5]=3[N:6]([CH:26]3[CH2:27][CH2:28][S:29][CH2:30][CH2:31]3)[C:7]2=[O:25])[CH2:12][CH2:13]1, predict the reactants needed to synthesize it. The reactants are: [F:1][C:2]1[CH:33]=[N:32][C:5]2[N:6]([CH:26]3[CH2:31][CH2:30][S:29][CH2:28][CH2:27]3)[C:7](=[O:25])[N:8]([C@@H:11]3[CH2:16][CH2:15][C@H:14]([NH:17]C(=O)OC(C)(C)C)[CH2:13][CH2:12]3)[C:9](=[O:10])[C:4]=2[CH:3]=1.[ClH:34]. (6) Given the product [CH2:1]([O:8][C:9]1[CH:16]=[CH:15][C:12]([CH:13]=[O:14])=[C:11]([O:17][CH2:27][O:28][CH3:29])[CH:10]=1)[C:2]1[CH:3]=[CH:4][CH:5]=[CH:6][CH:7]=1, predict the reactants needed to synthesize it. The reactants are: [CH2:1]([O:8][C:9]1[CH:16]=[CH:15][C:12]([CH:13]=[O:14])=[C:11]([OH:17])[CH:10]=1)[C:2]1[CH:7]=[CH:6][CH:5]=[CH:4][CH:3]=1.C(N(C(C)C)CC)(C)C.[CH3:27][O:28][CH2:29]Cl.O.